From a dataset of Reaction yield outcomes from USPTO patents with 853,638 reactions. Predict the reaction yield, written as a fraction of the theoretical maximum amount of product (1.0 means a 100% yield; for example, 0.34 means a 34% yield). (1) The reactants are CC1C=CC=C([N+]([O-])=O)C=1C(OC(C1C([N+]([O-])=O)=CC=CC=1C)=O)=O.[C:26]([O:30][C:31]([NH:33][C@@H:34]([CH2:38][O:39][CH2:40][C@H:41]([CH2:51][C:52]1[CH:57]=[CH:56][C:55]([CH3:58])=[CH:54][CH:53]=1)[C@@H:42]([O:46][CH2:47][CH:48]([CH3:50])[CH3:49])[C@@H:43](O)[CH3:44])[C:35]([OH:37])=[O:36])=[O:32])([CH3:29])([CH3:28])[CH3:27]. The catalyst is CN(C1C=CN=CC=1)C.C1(C)C=CC=CC=1. The product is [C:26]([O:30][C:31](=[O:32])[NH:33][C@H:34]1[CH2:38][O:39][CH2:40][C@H:41]([CH2:51][C:52]2[CH:53]=[CH:54][C:55]([CH3:58])=[CH:56][CH:57]=2)[C@@H:42]([O:46][CH2:47][CH:48]([CH3:50])[CH3:49])[C@H:43]([CH3:44])[O:36][C:35]1=[O:37])([CH3:29])([CH3:27])[CH3:28]. The yield is 0.870. (2) The reactants are C([Li])CCC.[CH2:6]([C:8]1[C:9]([NH:14][C:15](=O)OC(C)(C)C)=[N:10][CH:11]=[CH:12][CH:13]=1)[CH3:7].Cl.[OH-].[Na+]. The catalyst is C1COCC1.O.C(OCC)(=O)C.CN(C=O)C. The product is [CH3:7][C:6]1[C:8]2[C:9](=[N:10][CH:11]=[CH:12][CH:13]=2)[NH:14][CH:15]=1. The yield is 0.860. (3) The reactants are [CH3:1][O:2][C:3]1[CH:4]=[C:5]([CH2:9][CH2:10][NH2:11])[CH:6]=[CH:7][CH:8]=1.CCN(CC)CC.Cl[C:20]([O:22][CH2:23][CH3:24])=[O:21].O. The catalyst is C(Cl)Cl. The product is [CH3:1][O:2][C:3]1[CH:4]=[C:5]([CH:6]=[CH:7][CH:8]=1)[CH2:9][CH2:10][NH:11][C:20](=[O:21])[O:22][CH2:23][CH3:24]. The yield is 0.990. (4) The reactants are [N:1]1[C:2]([C:15]2[N:19]([CH:20]([CH3:22])[CH3:21])[N:18]=[C:17]([CH:23]=O)[N:16]=2)=[CH:3][N:4]2[C:10]=1[C:9]1[CH:11]=[CH:12][CH:13]=[CH:14][C:8]=1[O:7][CH2:6][CH2:5]2.Cl.[CH3:26][NH:27][CH3:28].C(O[BH-](OC(=O)C)OC(=O)C)(=O)C.[Na+]. The catalyst is C(O)(=O)C.C1COCC1.C(Cl)Cl. The product is [N:1]1[C:2]([C:15]2[N:19]([CH:20]([CH3:21])[CH3:22])[N:18]=[C:17]([CH2:23][N:27]([CH3:28])[CH3:26])[N:16]=2)=[CH:3][N:4]2[C:10]=1[C:9]1[CH:11]=[CH:12][CH:13]=[CH:14][C:8]=1[O:7][CH2:6][CH2:5]2. The yield is 0.140. (5) The catalyst is C(Cl)Cl.CN(C1C=CN=CC=1)C. The product is [CH2:1]([O:8][C:9]([NH:11][CH2:12][CH2:13][CH2:14][CH2:15][C@@H:16]([C:25]([O:27][CH:28]1[CH2:32][CH2:31][CH2:30][CH2:29]1)=[O:26])[NH:17][C:18]([O:20][C:21]([CH3:22])([CH3:23])[CH3:24])=[O:19])=[O:10])[C:2]1[CH:3]=[CH:4][CH:5]=[CH:6][CH:7]=1. The reactants are [CH2:1]([O:8][C:9]([NH:11][CH2:12][CH2:13][CH2:14][CH2:15][C@@H:16]([C:25]([OH:27])=[O:26])[NH:17][C:18]([O:20][C:21]([CH3:24])([CH3:23])[CH3:22])=[O:19])=[O:10])[C:2]1[CH:7]=[CH:6][CH:5]=[CH:4][CH:3]=1.[CH:28]1(O)[CH2:32][CH2:31][CH2:30][CH2:29]1.C(Cl)CCl. The yield is 1.00.